From a dataset of Forward reaction prediction with 1.9M reactions from USPTO patents (1976-2016). Predict the product of the given reaction. (1) The product is: [N:6]1[CH:5]=[C:4]([C:3]2[CH:12]=[C:11]([C:13]3[CH:14]=[C:15]([CH:18]=[CH:19][CH:20]=3)[C:16]#[N:17])[O:1][N:2]=2)[CH:9]=[N:8][CH:7]=1. Given the reactants [OH:1][N:2]=[C:3](Cl)[C:4]1[CH:5]=[N:6][CH:7]=[N:8][CH:9]=1.[C:11]([C:13]1[CH:14]=[C:15]([CH:18]=[CH:19][CH:20]=1)[C:16]#[N:17])#[CH:12].N, predict the reaction product. (2) Given the reactants [Cl:1][C:2]1[CH:3]=[C:4]2[C:8](=[CH:9][CH:10]=1)[N:7]([CH2:11][C:12]([O:14]C)=[O:13])[C:6]([CH3:16])=[C:5]2[C:17]1[CH:22]=[CH:21][C:20](=[O:23])[N:19]([CH2:24][C:25]2[CH:30]=[CH:29][C:28]([CH3:31])=[CH:27][CH:26]=2)[N:18]=1.C1COCC1.[OH-].[Li+].Cl, predict the reaction product. The product is: [Cl:1][C:2]1[CH:3]=[C:4]2[C:8](=[CH:9][CH:10]=1)[N:7]([CH2:11][C:12]([OH:14])=[O:13])[C:6]([CH3:16])=[C:5]2[C:17]1[CH:22]=[CH:21][C:20](=[O:23])[N:19]([CH2:24][C:25]2[CH:26]=[CH:27][C:28]([CH3:31])=[CH:29][CH:30]=2)[N:18]=1. (3) Given the reactants C([O:5][CH2:6][CH2:7][CH2:8][CH3:9])(=O)C=C.C(O[Si]([O:20][CH2:21]C)(OCC)OCC)C.[C:23]1([Si](OC)(OC)OC)[CH:28]=[CH:27][CH:26]=[CH:25]C=1.C(OCCC[Si](OC)(OC)OC)(=O)C(C)=C.C([NH:55][C:56](=O)C=C)(C)C.C(O)(=[O:63])C=C.S(OOS([O-])(=O)=O)([O-])(=O)=O.[NH4+:75].[NH4+:76], predict the reaction product. The product is: [CH3:23][CH2:28][CH2:27][CH:26]([C:7]1([CH2:8][CH3:9])[C:6](=[O:5])[N:76]=[C:56]([NH:55][OH:63])[NH:75][C:21]1=[O:20])[CH3:25]. (4) The product is: [C:47]([C:49]1[CH:54]=[CH:53][C:52]([N:55]2[C:60](=[O:61])[CH:59]=[C:58]([O:62][CH:63]3[CH2:64][CH2:65][N:66]([C:2]4[N:3]=[CH:4][C:5]([CH2:8][CH2:10][CH3:9])=[CH:6][N:7]=4)[CH2:67][CH2:68]3)[C:57]([C:69]#[N:70])=[N:56]2)=[CH:51][C:50]=1[F:71])#[N:48]. Given the reactants Cl[C:2]1[N:7]=[CH:6][C:5]([CH:8]2[CH2:10][CH2:9]2)=[CH:4][N:3]=1.Cl.ClC1C=C(N2C(=O)C=C(OC3CCNCC3)C(C#N)=N2)C=CC=1Cl.ClC1N=CC(CCC)=CN=1.Cl.[C:47]([C:49]1[CH:54]=[CH:53][C:52]([N:55]2[C:60](=[O:61])[CH:59]=[C:58]([O:62][CH:63]3[CH2:68][CH2:67][NH:66][CH2:65][CH2:64]3)[C:57]([C:69]#[N:70])=[N:56]2)=[CH:51][C:50]=1[F:71])#[N:48], predict the reaction product. (5) Given the reactants [CH2:1]([N:5]([CH3:13])[C:6]([N:8]1[CH:12]=[CH:11][N:10]=[CH:9]1)=[O:7])[CH2:2][CH2:3][CH3:4].[CH3:14]I.C(N([CH2:21][CH3:22])CC)C.Cl.C([O:27][CH2:28][CH3:29])(=O)C, predict the reaction product. The product is: [CH2:1]([N:5]([CH3:13])[C:6]([N:8]1[C:9]2=[N:10][CH:11]=[CH:22][CH:21]=[C:14]2[C:29]([CH:28]=[O:27])=[CH:12]1)=[O:7])[CH2:2][CH2:3][CH3:4]. (6) Given the reactants [CH:1](NC(C)C)(C)C.[Li]CCCC.[CH3:13][O:14][C:15](=[O:38])[CH2:16][C:17]1[C:25]2[C:20](=[N:21][CH:22]=[CH:23][CH:24]=2)[N:19]([S:26]([C:29]2[CH:34]=[CH:33][C:32]([Cl:35])=[C:31]([Cl:36])[CH:30]=2)(=[O:28])=[O:27])[C:18]=1[CH3:37].CI, predict the reaction product. The product is: [CH3:13][O:14][C:15](=[O:38])[CH:16]([C:17]1[C:25]2[C:20](=[N:21][CH:22]=[CH:23][CH:24]=2)[N:19]([S:26]([C:29]2[CH:34]=[CH:33][C:32]([Cl:35])=[C:31]([Cl:36])[CH:30]=2)(=[O:27])=[O:28])[C:18]=1[CH3:37])[CH3:1].